From a dataset of Peptide-MHC class I binding affinity with 185,985 pairs from IEDB/IMGT. Regression. Given a peptide amino acid sequence and an MHC pseudo amino acid sequence, predict their binding affinity value. This is MHC class I binding data. (1) The peptide sequence is WMCLRRFIIF. The MHC is Patr-A0701 with pseudo-sequence Patr-A0701. The binding affinity (normalized) is 0.465. (2) The peptide sequence is RRFTQAIYD. The MHC is HLA-A24:03 with pseudo-sequence HLA-A24:03. The binding affinity (normalized) is 0.0847. (3) The peptide sequence is LLAISAVYFK. The MHC is HLA-A03:01 with pseudo-sequence HLA-A03:01. The binding affinity (normalized) is 0.888.